This data is from Forward reaction prediction with 1.9M reactions from USPTO patents (1976-2016). The task is: Predict the product of the given reaction. Given the reactants [NH2:1][CH:2]([C:11]1[C:16]([F:17])=[CH:15][CH:14]=[CH:13][C:12]=1[O:18][CH2:19][CH3:20])[CH2:3][CH:4]([CH3:10])[C:5]([O:7]CC)=O.[N:21]1[C:30]2[C:25](=[CH:26][CH:27]=[CH:28][CH:29]=2)[CH:24]=[CH:23][C:22]=1[CH:31]=O, predict the reaction product. The product is: [CH2:19]([O:18][C:12]1[CH:13]=[CH:14][CH:15]=[C:16]([F:17])[C:11]=1[CH:2]1[N:1]([CH2:31][C:22]2[CH:23]=[CH:24][C:25]3[C:30](=[CH:29][CH:28]=[CH:27][CH:26]=3)[N:21]=2)[C:5](=[O:7])[CH:4]([CH3:10])[CH2:3]1)[CH3:20].